Dataset: Retrosynthesis with 50K atom-mapped reactions and 10 reaction types from USPTO. Task: Predict the reactants needed to synthesize the given product. Given the product CCCCCC(=O)NS(=O)(=O)CCc1cc(OCCCC)nn1Cc1ccc(Cl)cc1Cl, predict the reactants needed to synthesize it. The reactants are: CCCCCC(=O)Cl.CCCCOc1cc(CCS(N)(=O)=O)n(Cc2ccc(Cl)cc2Cl)n1.